From a dataset of Catalyst prediction with 721,799 reactions and 888 catalyst types from USPTO. Predict which catalyst facilitates the given reaction. Reactant: [CH3:1][C:2]1[O:3][C:4]2[C:9]([C:10](=[O:12])[CH:11]=1)=[CH:8][CH:7]=[CH:6][C:5]=2[CH:13]=O.[NH2:15]/[C:16](/[CH3:23])=[CH:17]\[C:18]([O:20][CH2:21][CH3:22])=[O:19].[F:24][C:25]([F:33])([F:32])[C:26](=O)[CH2:27][C:28](=[O:30])[CH3:29].C(O)(=O)C. Product: [C:28]([C:27]1[CH:13]([C:5]2[CH:6]=[CH:7][CH:8]=[C:9]3[C:4]=2[O:3][C:2]([CH3:1])=[CH:11][C:10]3=[O:12])[C:17]([C:18]([O:20][CH2:21][CH3:22])=[O:19])=[C:16]([CH3:23])[NH:15][C:26]=1[C:25]([F:33])([F:32])[F:24])(=[O:30])[CH3:29]. The catalyst class is: 41.